Dataset: Drug-target binding data from BindingDB using Kd measurements. Task: Regression. Given a target protein amino acid sequence and a drug SMILES string, predict the binding affinity score between them. We predict pKd (pKd = -log10(Kd in M); higher means stronger binding). Dataset: bindingdb_kd. The drug is CN1CC[C@H](c2c(O)cc(O)c3c(=O)cc(-c4ccccc4Cl)oc23)[C@H](O)C1. The target protein (Q15831) has sequence MEVVDPQQLGMFTEGELMSVGMDTFIHRIDSTEVIYQPRRKRAKLIGKYLMGDLLGEGSYGKVKEVLDSETLCRRAVKILKKKKLRRIPNGEANVKKEIQLLRRLRHKNVIQLVDVLYNEEKQKMYMVMEYCVCGMQEMLDSVPEKRFPVCQAHGYFCQLIDGLEYLHSQGIVHKDIKPGNLLLTTGGTLKISDLGVAEALHPFAADDTCRTSQGSPAFQPPEIANGLDTFSGFKVDIWSAGVTLYNITTGLYPFEGDNIYKLFENIGKGSYAIPGDCGPPLSDLLKGMLEYEPAKRFSIRQIRQHSWFRKKHPPAEAPVPIPPSPDTKDRWRSMTVVPYLEDLHGADEDEDLFDIEDDIIYTQDFTVPGQVPEEEASHNGQRRGLPKAVCMNGTEAAQLSTKSRAEGRAPNPARKACSASSKIRRLSACKQQ. The pKd is 5.0.